Dataset: Full USPTO retrosynthesis dataset with 1.9M reactions from patents (1976-2016). Task: Predict the reactants needed to synthesize the given product. (1) Given the product [C:11]1([OH:24])[C:12]2[S:13][C:14]3[C:5](=[CH:4][CH:3]=[CH:2][CH:1]=3)[S:6][C:7]=2[CH:8]=[CH:9][CH:10]=1, predict the reactants needed to synthesize it. The reactants are: [CH:1]1[C:14]2[S:13][C:12]3[C:7](=[CH:8][CH:9]=[CH:10][CH:11]=3)[S:6][C:5]=2[CH:4]=[CH:3][CH:2]=1.[Li]C(C)(C)C.CC[Mg+].[Br-].[O:24]=O. (2) Given the product [CH2:25]([CH:22]1[CH2:21][CH2:20][N:19]([CH2:18][CH2:17][CH2:16][C:15]([C:2]2[CH:7]=[CH:6][CH:5]=[CH:4][N:3]=2)=[O:29])[CH2:24][CH2:23]1)[CH2:26][CH2:27][CH3:28], predict the reactants needed to synthesize it. The reactants are: Br[C:2]1[CH:7]=[CH:6][CH:5]=[CH:4][N:3]=1.[Li]CCCC.CO[C:15](=[O:29])[CH2:16][CH2:17][CH2:18][N:19]1[CH2:24][CH2:23][CH:22]([CH2:25][CH2:26][CH2:27][CH3:28])[CH2:21][CH2:20]1.C(Cl)Cl.CO. (3) The reactants are: [NH2:1][C:2]1[CH:12]=[CH:11][CH:10]=[CH:9][C:3]=1[CH:4]=[CH:5][C:6]([OH:8])=[O:7].[O:13]1[C:17]2[CH:18]=[CH:19][CH:20]=[CH:21][C:16]=2[CH:15]=[C:14]1[C:22]([NH:24][C@@H:25]([CH2:29][CH2:30][CH2:31][NH:32][C:33]([O:35][CH2:36][C:37]1[CH:42]=[CH:41][CH:40]=[CH:39][CH:38]=1)=[O:34])[C:26](O)=[O:27])=[O:23].C1CN([P+](Br)(N2CCCC2)N2CCCC2)CC1.F[P-](F)(F)(F)(F)F.CCN(C(C)C)C(C)C. Given the product [O:13]1[C:17]2[CH:18]=[CH:19][CH:20]=[CH:21][C:16]=2[CH:15]=[C:14]1[C:22]([NH:24][C@@H:25]([CH2:29][CH2:30][CH2:31][NH:32][C:33]([O:35][CH2:36][C:37]1[CH:38]=[CH:39][CH:40]=[CH:41][CH:42]=1)=[O:34])[C:26]([NH:1][C:2]1[CH:12]=[CH:11][CH:10]=[CH:9][C:3]=1/[CH:4]=[CH:5]/[C:6]([OH:8])=[O:7])=[O:27])=[O:23], predict the reactants needed to synthesize it. (4) Given the product [NH2:15][C:10]1[O:11][CH2:12][C@H:13]([F:14])[C@:8]([C:6]2[CH:7]=[C:2]([NH:1][C:28]([C:25]3[CH:24]=[N:23][C:22]([O:21][CH2:20][CH:19]([F:31])[F:18])=[CH:27][N:26]=3)=[O:29])[CH:3]=[CH:4][C:5]=2[F:17])([CH3:16])[N:9]=1, predict the reactants needed to synthesize it. The reactants are: [NH2:1][C:2]1[CH:3]=[CH:4][C:5]([F:17])=[C:6]([C@:8]2([CH3:16])[C@@H:13]([F:14])[CH2:12][O:11][C:10]([NH2:15])=[N:9]2)[CH:7]=1.[F:18][CH:19]([F:31])[CH2:20][O:21][C:22]1[N:23]=[CH:24][C:25]([C:28](O)=[O:29])=[N:26][CH:27]=1. (5) Given the product [O:3]1[C:12]2[CH:11]=[C:10]([CH2:13][N:14]3[C:36](=[O:38])[CH:17]4[CH2:16][CH:15]3[CH2:20][CH2:19][N:18]4[CH2:21][CH2:22][N:23]3[C:32]4[C:27](=[CH:28][CH:29]=[C:30]([O:33][CH3:34])[CH:31]=4)[N:26]=[CH:25][C:24]3=[O:35])[N:9]=[CH:8][C:7]=2[O:6][CH2:5][CH2:4]1, predict the reactants needed to synthesize it. The reactants are: CO.[O:3]1[C:12]2[CH:11]=[C:10]([CH2:13][NH:14][CH:15]3[CH2:20][CH2:19][N:18]([CH2:21][CH2:22][N:23]4[C:32]5[C:27](=[CH:28][CH:29]=[C:30]([O:33][CH3:34])[CH:31]=5)[N:26]=[CH:25][C:24]4=[O:35])[CH:17]([C:36]([O:38]C)=O)[CH2:16]3)[N:9]=[CH:8][C:7]=2[O:6][CH2:5][CH2:4]1.[OH-].[Na+].Cl. (6) Given the product [NH2:6][C:5]1[CH:7]=[CH:8][C:2]([C:19]2[CH:20]=[N:21][N:22]([C:24]([O:26][C:27]([CH3:30])([CH3:29])[CH3:28])=[O:25])[CH:23]=2)=[C:3]([O:9][CH3:10])[CH:4]=1, predict the reactants needed to synthesize it. The reactants are: Br[C:2]1[CH:8]=[CH:7][C:5]([NH2:6])=[CH:4][C:3]=1[O:9][CH3:10].CC1(C)C(C)(C)OB([C:19]2[CH:20]=[N:21][N:22]([C:24]([O:26][C:27]([CH3:30])([CH3:29])[CH3:28])=[O:25])[CH:23]=2)O1.P([O-])([O-])([O-])=O.[K+].[K+].[K+]. (7) Given the product [NH2:1][C:2]1[CH:3]=[C:4]2[C:9](=[CH:10][CH:11]=1)[C:8]([O:12][CH2:13][CH2:14][CH2:15][C:16]1[C:24]3[C:19](=[C:20]([C:32]4[CH:33]=[CH:34][CH:35]=[CH:36][C:31]=4[CH3:40])[CH:21]=[CH:22][CH:23]=3)[NH:18][C:17]=1[C:26]([OH:28])=[O:27])=[CH:7][CH:6]=[CH:5]2, predict the reactants needed to synthesize it. The reactants are: [NH2:1][C:2]1[CH:3]=[C:4]2[C:9](=[CH:10][CH:11]=1)[C:8]([O:12][CH2:13][CH2:14][CH2:15][C:16]1[C:24]3[C:19](=[C:20](Br)[CH:21]=[CH:22][CH:23]=3)[NH:18][C:17]=1[C:26]([O:28]CC)=[O:27])=[CH:7][CH:6]=[CH:5]2.[C:31]1([CH3:40])[CH:36]=[CH:35][CH:34]=[CH:33][C:32]=1B(O)O.C([O-])([O-])=O.[K+].[K+].CO.FC(F)(F)C(O)=O. (8) Given the product [CH2:11]([O:10][C@@H:9]1[C@:8]([CH2:20][O:21][CH2:22][C:23]2[CH:28]=[CH:27][CH:26]=[CH:25][CH:24]=2)([CH:18]=[CH2:19])[O:7][C@@H:6]([N:29]2[CH:34]=[CH:33][C:32](=[O:35])[NH:31][C:30]2=[O:36])[C@@H:5]1[OH:4])[C:12]1[CH:13]=[CH:14][CH:15]=[CH:16][CH:17]=1, predict the reactants needed to synthesize it. The reactants are: C([O:4][C@@H:5]1[C@H:9]([O:10][CH2:11][C:12]2[CH:17]=[CH:16][CH:15]=[CH:14][CH:13]=2)[C@:8]([CH2:20][O:21][CH2:22][C:23]2[CH:28]=[CH:27][CH:26]=[CH:25][CH:24]=2)([CH:18]=[CH2:19])[O:7][C@H:6]1[N:29]1[CH:34]=[CH:33][C:32](=[O:35])[NH:31][C:30]1=[O:36])(=O)C.CO. (9) The reactants are: [C:1]1([C:13]2[CH:18]=[CH:17][CH:16]=[CH:15][CH:14]=2)[CH:6]=[CH:5][CH:4]=[C:3]([NH:7][CH2:8][CH2:9][C:10]([OH:12])=O)[CH:2]=1.[CH3:19][CH:20]1[CH2:25][CH2:24][CH2:23][CH2:22][NH:21]1.F[B-](F)(F)F.N1(OC(N(C)C)=[N+](C)C)C2C=CC=CC=2N=N1.C(N(CC)CC)C. Given the product [C:1]1([C:13]2[CH:18]=[CH:17][CH:16]=[CH:15][CH:14]=2)[CH:6]=[CH:5][CH:4]=[C:3]([NH:7][CH2:8][CH2:9][C:10]([N:21]2[CH2:22][CH2:23][CH2:24][CH2:25][CH:20]2[CH3:19])=[O:12])[CH:2]=1, predict the reactants needed to synthesize it. (10) Given the product [C:1]([O:4][CH2:5][C:6]1[CH:11]=[CH:10][C:9]([S:19][C:18]2[CH:20]=[CH:21][CH:22]=[CH:23][C:17]=2[C:16]([OH:25])=[O:24])=[C:8]([N+:13]([O-:15])=[O:14])[CH:7]=1)(=[O:3])[CH3:2], predict the reactants needed to synthesize it. The reactants are: [C:1]([O:4][CH2:5][C:6]1[CH:11]=[CH:10][C:9](Cl)=[C:8]([N+:13]([O-:15])=[O:14])[CH:7]=1)(=[O:3])[CH3:2].[C:16]([OH:25])(=[O:24])[C:17]1[C:18](=[CH:20][CH:21]=[CH:22][CH:23]=1)[SH:19].